Dataset: Full USPTO retrosynthesis dataset with 1.9M reactions from patents (1976-2016). Task: Predict the reactants needed to synthesize the given product. (1) Given the product [CH3:12][C:13]1[CH:19]=[CH:18][C:16]([NH:17][C:2]2[CH:3]=[C:4]([OH:11])[CH:5]=[CH:6][C:7]=2[N+:8]([O-:10])=[O:9])=[CH:15][CH:14]=1, predict the reactants needed to synthesize it. The reactants are: F[C:2]1[CH:3]=[C:4]([OH:11])[CH:5]=[CH:6][C:7]=1[N+:8]([O-:10])=[O:9].[CH3:12][C:13]1[CH:19]=[CH:18][C:16]([NH2:17])=[CH:15][CH:14]=1. (2) Given the product [Cl:9][C:10]1[CH:16]=[CH:15][C:13]([NH:14][C:5]2[C:4]([NH:14][C:13]3[CH:15]=[CH:16][C:10]([Cl:9])=[CH:11][CH:12]=3)=[N:3][C:2](=[O:1])[C:7](=[O:8])[CH:6]=2)=[CH:12][CH:11]=1, predict the reactants needed to synthesize it. The reactants are: [OH:1][C:2]1[C:7]([OH:8])=[CH:6][CH:5]=[CH:4][N:3]=1.[Cl:9][C:10]1[CH:16]=[CH:15][C:13]([NH2:14])=[CH:12][CH:11]=1. (3) Given the product [Cl:17][C:15]1[N:14]=[CH:13][N:12]=[C:11]([CH2:10][OH:9])[CH:16]=1, predict the reactants needed to synthesize it. The reactants are: C([O:9][CH2:10][C:11]1[CH:16]=[C:15]([Cl:17])[N:14]=[CH:13][N:12]=1)(=O)C1C=CC=CC=1.C[O-].[Na+].